From a dataset of Peptide-MHC class II binding affinity with 134,281 pairs from IEDB. Regression. Given a peptide amino acid sequence and an MHC pseudo amino acid sequence, predict their binding affinity value. This is MHC class II binding data. (1) The peptide sequence is WKSILTDPRVKIMRS. The MHC is DRB5_0101 with pseudo-sequence DRB5_0101. The binding affinity (normalized) is 0.548. (2) The peptide sequence is SQTTANPSCAEGT. The MHC is DRB3_0101 with pseudo-sequence DRB3_0101. The binding affinity (normalized) is 0. (3) The peptide sequence is LNYMSPHHKKLAQAV. The MHC is DRB1_0901 with pseudo-sequence DRB1_0901. The binding affinity (normalized) is 0.609. (4) The peptide sequence is LSGFLQYAGCSEDEI. The MHC is DRB1_0101 with pseudo-sequence DRB1_0101. The binding affinity (normalized) is 0.387. (5) The peptide sequence is GEVLNALAYDVPIPG. The MHC is DRB3_0101 with pseudo-sequence DRB3_0101. The binding affinity (normalized) is 0.453.